Dataset: Full USPTO retrosynthesis dataset with 1.9M reactions from patents (1976-2016). Task: Predict the reactants needed to synthesize the given product. Given the product [CH3:7][O:8][C:9](=[O:35])[CH2:10][C:11]1[CH:16]=[CH:15][C:14]([O:17][C:18]2[C:19]3[CH2:34][CH2:33][CH2:32][C:20]=3[N:21]=[C:22]([C:24]3[CH:29]=[CH:28][C:27]([O:30][CH3:2])=[C:26]([Br:31])[CH:25]=3)[N:23]=2)=[CH:13][CH:12]=1, predict the reactants needed to synthesize it. The reactants are: N1C=CC=N[CH:2]=1.[CH3:7][O:8][C:9](=[O:35])[CH2:10][C:11]1[CH:16]=[CH:15][C:14]([O:17][C:18]2[C:19]3[CH2:34][CH2:33][CH2:32][C:20]=3[N:21]=[C:22]([C:24]3[CH:29]=[CH:28][C:27]([OH:30])=[C:26]([Br:31])[CH:25]=3)[N:23]=2)=[CH:13][CH:12]=1.C(=O)([O-])[O-].[K+].[K+].IC.